Dataset: Reaction yield outcomes from USPTO patents with 853,638 reactions. Task: Predict the reaction yield, written as a fraction of the theoretical maximum amount of product (1.0 means a 100% yield; for example, 0.34 means a 34% yield). (1) The reactants are [H-].[Na+].CCCCCC.[C:9]([C:12]1[C:20]2[C:15](=[CH:16][CH:17]=[CH:18][CH:19]=2)[NH:14][CH:13]=1)(=[O:11])[CH3:10].[Cl:21][C:22]1[CH:23]=[C:24]([CH:27]=[CH:28][C:29]=1F)[C:25]#[N:26]. The catalyst is CN(C)C=O.O. The product is [C:9]([C:12]1[C:20]2[C:15](=[CH:16][CH:17]=[CH:18][CH:19]=2)[N:14]([C:29]2[CH:28]=[CH:27][C:24]([C:25]#[N:26])=[CH:23][C:22]=2[Cl:21])[CH:13]=1)(=[O:11])[CH3:10]. The yield is 0.520. (2) The reactants are [NH2:1][C:2]1[CH:7]=[C:6]([O:8][C:9]2[CH:18]=[C:17]3[C:12]([CH2:13][CH2:14][CH:15]([C:19]([NH:21][C:22]4[CH:27]=[CH:26][CH:25]=[C:24]([C:28]([CH3:31])([CH3:30])[CH3:29])[CH:23]=4)=[O:20])[CH2:16]3)=[CH:11][CH:10]=2)[CH:5]=[CH:4][N:3]=1.[Cl:32][CH2:33][CH2:34][CH2:35][N:36]=[C:37]=[O:38].ClC(C)CN=C=O. The catalyst is C(Cl)Cl. The product is [C:28]([C:24]1[CH:23]=[C:22]([NH:21][C:19]([CH:15]2[CH2:14][CH2:13][C:12]3[C:17](=[CH:18][C:9]([O:8][C:6]4[CH:5]=[CH:4][N:3]=[C:2]([NH:1][C:37]([NH:36][CH2:35][CH2:34][CH2:33][Cl:32])=[O:38])[CH:7]=4)=[CH:10][CH:11]=3)[CH2:16]2)=[O:20])[CH:27]=[CH:26][CH:25]=1)([CH3:31])([CH3:30])[CH3:29]. The yield is 0.570. (3) The reactants are [CH:1]([CH:3]=O)=[O:2].[CH2:5]([NH:7][CH2:8][C@@H:9]([OH:11])[CH3:10])[CH3:6]. The catalyst is C1(C)C=CC=CC=1. The product is [CH2:5]([N:7]1[CH2:8][C@H:9]([CH3:10])[O:11][C:1](=[O:2])[CH2:3]1)[CH3:6]. The yield is 0.530. (4) The reactants are Cl[C:2]1[CH:7]=[C:6]([C:8]#[N:9])[CH:5]=[CH:4][N:3]=1.[O-:10][CH2:11][CH3:12].[K+]. The catalyst is O1CCOCC1. The product is [CH2:11]([O:10][C:2]1[CH:7]=[C:6]([C:8]#[N:9])[CH:5]=[CH:4][N:3]=1)[CH3:12]. The yield is 0.390.